This data is from Forward reaction prediction with 1.9M reactions from USPTO patents (1976-2016). The task is: Predict the product of the given reaction. (1) The product is: [NH2:32][C:2]1[CH:7]=[CH:6][C:5]([C:8]([C:10]2[CH:28]=[CH:27][CH:26]=[CH:25][C:11]=2[C:12]([NH:14][C:15]2[CH:20]=[CH:19][CH:18]=[C:17]([C:21]([F:24])([F:23])[F:22])[CH:16]=2)=[O:13])=[CH2:9])=[CH:4][C:3]=1[N+:29]([O-:31])=[O:30]. Given the reactants Cl[C:2]1[CH:7]=[CH:6][C:5]([C:8]([C:10]2[CH:28]=[CH:27][CH:26]=[CH:25][C:11]=2[C:12]([NH:14][C:15]2[CH:20]=[CH:19][CH:18]=[C:17]([C:21]([F:24])([F:23])[F:22])[CH:16]=2)=[O:13])=[CH2:9])=[CH:4][C:3]=1[N+:29]([O-:31])=[O:30].[N-:32]=[N+]=[N-].[Na+].CN(C)C=O.[BH4-].[Na+], predict the reaction product. (2) Given the reactants [NH:1]([C:13]([O:15][C:16]([CH3:19])([CH3:18])[CH3:17])=[O:14])[C@H:2]([C:10]([OH:12])=O)[CH2:3][S:4][CH2:5][NH:6][C:7]([CH3:9])=[O:8].CN1CCOCC1.[NH2:27][C@H:28]([C:36]([O:38][CH3:39])=[O:37])[CH2:29][C:30]1[CH:35]=[CH:34][CH:33]=[CH:32][CH:31]=1.Cl, predict the reaction product. The product is: [NH:1]([C:13]([O:15][C:16]([CH3:19])([CH3:18])[CH3:17])=[O:14])[C@H:2]([C:10]([NH:27][C@H:28]([C:36]([O:38][CH3:39])=[O:37])[CH2:29][C:30]1[CH:35]=[CH:34][CH:33]=[CH:32][CH:31]=1)=[O:12])[CH2:3][S:4][CH2:5][NH:6][C:7]([CH3:9])=[O:8]. (3) Given the reactants [NH2:1][C:2]1[S:3][C:4]([CH2:9][CH2:10][CH2:11][Cl:12])=[CH:5][C:6]=1[C:7]#[N:8].[C@@H:13]12[CH2:19][C@@H:16]([CH2:17][CH2:18]1)[CH2:15][C@H:14]2[C:20](Cl)=[O:21], predict the reaction product. The product is: [C@@H:13]12[CH2:19][C@@H:16]([CH2:17][CH2:18]1)[CH2:15][C@H:14]2[C:20]([NH:1][C:2]1[S:3][C:4]([CH2:9][CH2:10][CH2:11][Cl:12])=[CH:5][C:6]=1[C:7]#[N:8])=[O:21]. (4) Given the reactants [F:1][C:2]([F:32])([F:31])[C:3]1[CH:8]=[CH:7][C:6]([C:9]2[C:10]([C:15]([NH:17][C:18]3[CH:27]=[C:26]4[C:21]([CH:22]=[C:23]([C:28](O)=[O:29])[CH:24]=[N:25]4)=[CH:20][CH:19]=3)=[O:16])=[CH:11][CH:12]=[CH:13][CH:14]=2)=[CH:5][CH:4]=1.[CH3:33][O:34][C:35]1[CH:42]=[CH:41][CH:40]=[CH:39][C:36]=1[CH2:37][NH2:38].Cl.CN(C)CCCN=C=NCC.ON1C2C=CC=CC=2N=N1.C(N(CC)CC)C, predict the reaction product. The product is: [CH3:33][O:34][C:35]1[CH:42]=[CH:41][CH:40]=[CH:39][C:36]=1[CH2:37][NH:38][C:28]([C:23]1[CH:24]=[N:25][C:26]2[C:21]([CH:22]=1)=[CH:20][CH:19]=[C:18]([NH:17][C:15]([C:10]1[C:9]([C:6]3[CH:5]=[CH:4][C:3]([C:2]([F:31])([F:32])[F:1])=[CH:8][CH:7]=3)=[CH:14][CH:13]=[CH:12][CH:11]=1)=[O:16])[CH:27]=2)=[O:29]. (5) The product is: [CH3:1][O:2][C:3]1[CH:4]=[CH:5][C:6]([C:9]2[C:13]3[CH:14]=[C:15]([C:18]4[O:22][C:21]([S:23][CH2:30][C:29]5[CH:32]=[CH:33][C:26]([O:25][CH3:24])=[C:27]([C:34]([F:35])([F:36])[F:37])[CH:28]=5)=[N:20][N:19]=4)[CH:16]=[CH:17][C:12]=3[O:11][CH:10]=2)=[CH:7][CH:8]=1. Given the reactants [CH3:1][O:2][C:3]1[CH:8]=[CH:7][C:6]([C:9]2[C:13]3[CH:14]=[C:15]([C:18]4[O:22][C:21]([SH:23])=[N:20][N:19]=4)[CH:16]=[CH:17][C:12]=3[O:11][CH:10]=2)=[CH:5][CH:4]=1.[CH3:24][O:25][C:26]1[CH:33]=[CH:32][C:29]([CH2:30]Br)=[CH:28][C:27]=1[C:34]([F:37])([F:36])[F:35], predict the reaction product. (6) The product is: [Br:1][C:2]1[CH:3]=[C:4]([CH2:8][CH2:9][CH2:10][CH2:11][C:12]([OH:14])=[O:13])[CH:5]=[CH:6][CH:7]=1. Given the reactants [Br:1][C:2]1[CH:3]=[C:4](/[CH:8]=[CH:9]/[CH2:10][CH2:11][C:12]([OH:14])=[O:13])[CH:5]=[CH:6][CH:7]=1, predict the reaction product.